This data is from HIV replication inhibition screening data with 41,000+ compounds from the AIDS Antiviral Screen. The task is: Binary Classification. Given a drug SMILES string, predict its activity (active/inactive) in a high-throughput screening assay against a specified biological target. (1) The compound is Clc1ccc(CN2COc3c(ccc4cccnc34)C2)c(Cl)c1. The result is 0 (inactive). (2) The molecule is CCOC(=O)NN(C(=O)OCC)C(C(=O)c1ccccc1)N(NC(=O)OCC)C(=O)OCC. The result is 0 (inactive). (3) The compound is CN(C)Cc1cc(C(=C(C#N)c2ccccc2)c2ccc(O)cc2)ccc1O. The result is 0 (inactive). (4) The drug is Cn1c2ccccc2c(=NNc2ccc(C(=O)O)cc2)c2ccccc21. The result is 0 (inactive).